Dataset: Peptide-MHC class I binding affinity with 185,985 pairs from IEDB/IMGT. Task: Regression. Given a peptide amino acid sequence and an MHC pseudo amino acid sequence, predict their binding affinity value. This is MHC class I binding data. (1) The peptide sequence is AVMRMGDLH. The MHC is HLA-A31:01 with pseudo-sequence HLA-A31:01. The binding affinity (normalized) is 0.0347. (2) The MHC is HLA-A31:01 with pseudo-sequence HLA-A31:01. The peptide sequence is VMKRNFIDF. The binding affinity (normalized) is 0.0847.